This data is from Forward reaction prediction with 1.9M reactions from USPTO patents (1976-2016). The task is: Predict the product of the given reaction. (1) Given the reactants [CH3:1][O:2][C:3]1[C:11]([O:12][CH3:13])=[CH:10][CH:9]=[C:8]2[C:4]=1[CH:5]=[C:6]([C:14]([O:16][CH2:17]C)=[O:15])[NH:7]2.[Mg].ClCCl.[NH4+].[Cl-], predict the reaction product. The product is: [CH3:1][O:2][C:3]1[C:11]([O:12][CH3:13])=[CH:10][CH:9]=[C:8]2[C:4]=1[CH2:5][CH:6]([C:14]([O:16][CH3:17])=[O:15])[NH:7]2. (2) Given the reactants [C:1]([Br:5])(Br)(Br)Br.[CH3:6][C:7]([Si:10]([CH3:19])([CH3:18])[O:11][CH2:12][CH2:13][O:14][CH2:15]CO)([CH3:9])[CH3:8].C1(P(C2C=CC=CC=2)C2C=CC=CC=2)C=CC=CC=1, predict the reaction product. The product is: [Br:5][CH2:1][CH2:15][O:14][CH2:13][CH2:12][O:11][Si:10]([C:7]([CH3:9])([CH3:8])[CH3:6])([CH3:19])[CH3:18]. (3) Given the reactants [F:1][C:2]1[CH:3]=[C:4]([CH:34]=[CH:35][C:36]=1[OH:37])[C:5]([CH2:7][NH:8][C:9]1[CH:14]=[C:13]([O:15][CH3:16])[CH:12]=[CH:11][C:10]=1[CH:17]1[CH2:26][CH2:25][C:24]2[CH:23]=[C:22]([O:27]C(=O)C(C)(C)C)[CH:21]=[CH:20][C:19]=2[CH2:18]1)=O.Br[CH2:39][C:40]([N:42]1[CH2:47][CH2:46][CH2:45][C:44]([CH3:49])([CH3:48])[CH2:43]1)=O, predict the reaction product. The product is: [CH3:48][C:44]1([CH3:49])[CH2:45][CH2:46][CH2:47][N:42]([CH2:40][CH2:39][O:37][C:36]2[CH:35]=[CH:34][C:4]([CH2:5][CH2:7][NH:8][C:9]3[CH:14]=[C:13]([O:15][CH3:16])[CH:12]=[CH:11][C:10]=3[CH:17]3[CH2:26][CH2:25][C:24]4[CH:23]=[C:22]([OH:27])[CH:21]=[CH:20][C:19]=4[CH2:18]3)=[CH:3][C:2]=2[F:1])[CH2:43]1. (4) Given the reactants [NH:1]1[CH2:6][CH2:5][CH2:4][CH2:3][CH2:2]1.[CH2:7]([O:9][C:10]([C:12]1([CH2:25][CH2:26][CH2:27]Br)[CH2:17][CH2:16][N:15]([C:18]([O:20][C:21]([CH3:24])([CH3:23])[CH3:22])=[O:19])[CH2:14][CH2:13]1)=[O:11])[CH3:8].O, predict the reaction product. The product is: [CH2:7]([O:9][C:10]([C:12]1([CH2:25][CH2:26][CH2:27][N:1]2[CH2:6][CH2:5][CH2:4][CH2:3][CH2:2]2)[CH2:17][CH2:16][N:15]([C:18]([O:20][C:21]([CH3:24])([CH3:23])[CH3:22])=[O:19])[CH2:14][CH2:13]1)=[O:11])[CH3:8]. (5) Given the reactants [C@@H:1]1([N:9]2[C:19]3[N:18]=[C:16]([NH2:17])[NH:15][C:13](=[O:14])[C:12]=3[N:11]=[CH:10]2)[O:8][C@H:5]([CH2:6][OH:7])[C@@H:3]([OH:4])[CH2:2]1.C[Si](C)(C)Cl.[C:25](O[C:25](=[O:29])[CH:26]([CH3:28])[CH3:27])(=[O:29])[CH:26]([CH3:28])[CH3:27].N, predict the reaction product. The product is: [C:25]([NH:17][C:16]1[NH:15][C:13](=[O:14])[C:12]2[N:11]=[CH:10][N:9]([C:19]=2[N:18]=1)[C@@H:1]1[O:8][C@H:5]([CH2:6][OH:7])[C@@H:3]([OH:4])[CH2:2]1)(=[O:29])[CH:26]([CH3:28])[CH3:27].